Task: Regression. Given a peptide amino acid sequence and an MHC pseudo amino acid sequence, predict their binding affinity value. This is MHC class II binding data.. Dataset: Peptide-MHC class II binding affinity with 134,281 pairs from IEDB (1) The peptide sequence is YVYAKEGYEPVLVIQSSEDY. The binding affinity (normalized) is 0.898. The MHC is DRB1_1301 with pseudo-sequence DRB1_1301. (2) The peptide sequence is KYYLRLWAPELAKSQ. The MHC is HLA-DPA10301-DPB10402 with pseudo-sequence HLA-DPA10301-DPB10402. The binding affinity (normalized) is 0.548. (3) The peptide sequence is IEFRFYKEITNVFRG. The MHC is HLA-DPA10103-DPB10301 with pseudo-sequence HLA-DPA10103-DPB10301. The binding affinity (normalized) is 0.555. (4) The peptide sequence is EEWEPLTKKGNVWEV. The MHC is DRB1_0404 with pseudo-sequence DRB1_0404. The binding affinity (normalized) is 0. (5) The peptide sequence is KGSNPNYLALLVKFV. The MHC is DRB1_1101 with pseudo-sequence DRB1_1101. The binding affinity (normalized) is 0.675. (6) The peptide sequence is GELLIVDKIDAAFKI. The MHC is DRB1_1302 with pseudo-sequence DRB1_1302. The binding affinity (normalized) is 0.612. (7) The peptide sequence is KPAAAATATATSAVG. The MHC is HLA-DPA10103-DPB10201 with pseudo-sequence HLA-DPA10103-DPB10201. The binding affinity (normalized) is 0. (8) The peptide sequence is VGADEDDIKATYDKG. The MHC is DRB3_0101 with pseudo-sequence DRB3_0101. The binding affinity (normalized) is 0.114.